This data is from Full USPTO retrosynthesis dataset with 1.9M reactions from patents (1976-2016). The task is: Predict the reactants needed to synthesize the given product. The reactants are: P([O-])([O-])([O-])=O.[K+].[K+].[K+].[Br:9][C:10]1[C:23]2[S:22][C:21]3[C:16](=[CH:17][C:18](I)=[CH:19][CH:20]=3)[S:15][C:14]=2[CH:13]=[CH:12][CH:11]=1.N[C@H:26]([CH2:29][O:30]C)CO.[OH2:32]. Given the product [Br:9][C:10]1[CH:11]=[CH:12][CH:13]=[C:14]2[C:23]=1[S:22][C:21]1[CH:20]=[CH:19][C:18]([O:32][CH2:26][CH2:29][OH:30])=[CH:17][C:16]=1[S:15]2, predict the reactants needed to synthesize it.